This data is from Full USPTO retrosynthesis dataset with 1.9M reactions from patents (1976-2016). The task is: Predict the reactants needed to synthesize the given product. Given the product [C:37]([C:34]1[N:35]=[CH:36][C:31]([C:2]2[CH:3]=[CH:4][C:5]3[N:11]4[CH2:12][C@H:8]([CH2:9][CH2:10]4)[N:7]([C:13]([NH:15][C:16]4[CH:17]=[N:18][CH:19]=[CH:20][CH:21]=4)=[O:14])[C:6]=3[N:22]=2)=[CH:32][CH:33]=1)#[N:38], predict the reactants needed to synthesize it. The reactants are: Cl[C:2]1[CH:3]=[CH:4][C:5]2[N:11]3[CH2:12][C@H:8]([CH2:9][CH2:10]3)[N:7]([C:13]([NH:15][C:16]3[CH:17]=[N:18][CH:19]=[CH:20][CH:21]=3)=[O:14])[C:6]=2[N:22]=1.CC1(C)C(C)(C)OB([C:31]2[CH:32]=[CH:33][C:34]([C:37]#[N:38])=[N:35][CH:36]=2)O1.[O-]P([O-])([O-])=O.[K+].[K+].[K+].CC(C1C=C(C(C)C)C(C2C=CC=CC=2P(C2CCCCC2)C2CCCCC2)=C(C(C)C)C=1)C.